From a dataset of Reaction yield outcomes from USPTO patents with 853,638 reactions. Predict the reaction yield, written as a fraction of the theoretical maximum amount of product (1.0 means a 100% yield; for example, 0.34 means a 34% yield). (1) The catalyst is CN(C=O)C.O. The yield is 0.780. The reactants are [F:1][C:2]1[CH:3]=[C:4]([CH:8]2[CH2:12][CH2:11][CH2:10][N:9]2[C:13]2[CH:18]=[CH:17][N:16]3[N:19]=[CH:20][C:21]([C:22]([OH:24])=O)=[C:15]3[N:14]=2)[CH:5]=[N:6][CH:7]=1.Cl.[CH:26]1([C:29]([NH:31][NH2:32])=[O:30])[CH2:28][CH2:27]1.CCN(C(C)C)C(C)C.CN(C(ON1N=NC2C=CC=NC1=2)=[N+](C)C)C.F[P-](F)(F)(F)(F)F. The product is [CH:26]1([C:29]([NH:31][NH:32][C:22]([C:21]2[CH:20]=[N:19][N:16]3[CH:17]=[CH:18][C:13]([N:9]4[CH2:10][CH2:11][CH2:12][CH:8]4[C:4]4[CH:5]=[N:6][CH:7]=[C:2]([F:1])[CH:3]=4)=[N:14][C:15]=23)=[O:24])=[O:30])[CH2:28][CH2:27]1. (2) The reactants are [Cl:1][C:2]1[CH:7]=[CH:6][CH:5]=[C:4]([F:8])[C:3]=1[CH:9]([OH:32])[CH2:10][C:11]1[CH:16]=[C:15]([C:17]2[N:21]([CH3:22])[N:20]=[C:19]([C:23]3[CH:28]=[CH:27][CH:26]=[CH:25][N:24]=3)[N:18]=2)[CH:14]=[CH:13][C:12]=1[N+:29]([O-:31])=[O:30].CC(OI1(OC(C)=O)(OC(C)=O)OC(=O)C2C=CC=CC1=2)=O. The catalyst is ClCCl. The product is [Cl:1][C:2]1[CH:7]=[CH:6][CH:5]=[C:4]([F:8])[C:3]=1[C:9](=[O:32])[CH2:10][C:11]1[CH:16]=[C:15]([C:17]2[N:21]([CH3:22])[N:20]=[C:19]([C:23]3[CH:28]=[CH:27][CH:26]=[CH:25][N:24]=3)[N:18]=2)[CH:14]=[CH:13][C:12]=1[N+:29]([O-:31])=[O:30]. The yield is 0.310. (3) The product is [C:6]([C:7]1[CH:12]=[CH:11][CH:10]=[CH:9][C:8]=1[C:13]1([C:16]([NH2:18])=[O:17])[CH2:15][CH2:14]1)#[CH:5]. The yield is 0.990. The catalyst is C(Cl)Cl.O. The reactants are C[Si]([C:5]#[C:6][C:7]1[CH:12]=[CH:11][CH:10]=[CH:9][C:8]=1[C:13]1([C:16]([NH2:18])=[O:17])[CH2:15][CH2:14]1)(C)C.C(O)(=O)C.CCCC[N+](CCCC)(CCCC)CCCC.[F-].C1COCC1. (4) The reactants are [N+:1]([C:4]1[CH:23]=[CH:22][C:7]([O:8][CH:9]2[CH2:14][CH2:13][N:12](C(OC(C)(C)C)=O)[CH2:11][CH2:10]2)=[C:6]([C:24]([F:27])([F:26])[F:25])[CH:5]=1)([O-:3])=[O:2].Cl. The catalyst is C(Cl)Cl.O1CCOCC1.CCOC(C)=O. The product is [N+:1]([C:4]1[CH:23]=[CH:22][C:7]([O:8][CH:9]2[CH2:14][CH2:13][NH:12][CH2:11][CH2:10]2)=[C:6]([C:24]([F:27])([F:25])[F:26])[CH:5]=1)([O-:3])=[O:2]. The yield is 0.900. (5) The reactants are Cl.[CH3:2][O:3][C:4](=[O:29])[C@H:5]([CH2:7][C:8]1[CH:13]=[CH:12][C:11]([C:14]2[C:15](=[O:28])[N:16]([CH2:21][C:22]3[CH:27]=[CH:26][CH:25]=[CH:24][CH:23]=3)[CH:17]=[C:18]([Cl:20])[CH:19]=2)=[CH:10][CH:9]=1)[NH2:6].[Cl:30][C:31]1[CH:39]=[CH:38][CH:37]=[C:36]([CH3:40])[C:32]=1[C:33](O)=[O:34].CCN(C(C)C)C(C)C.CN(C(ON1N=NC2C=CC=CC1=2)=[N+](C)C)C.F[P-](F)(F)(F)(F)F. The catalyst is CN(C=O)C. The product is [CH3:2][O:3][C:4](=[O:29])[C@H:5]([CH2:7][C:8]1[CH:9]=[CH:10][C:11]([C:14]2[C:15](=[O:28])[N:16]([CH2:21][C:22]3[CH:27]=[CH:26][CH:25]=[CH:24][CH:23]=3)[CH:17]=[C:18]([Cl:20])[CH:19]=2)=[CH:12][CH:13]=1)[NH:6][C:33]([C:32]1[C:36]([CH3:40])=[CH:37][CH:38]=[CH:39][C:31]=1[Cl:30])=[O:34]. The yield is 0.580.